Dataset: Full USPTO retrosynthesis dataset with 1.9M reactions from patents (1976-2016). Task: Predict the reactants needed to synthesize the given product. The reactants are: [CH2:1]([C:3]1[CH:8]=[CH:7][C:6]([CH:9]2[CH2:14][N:13]([C:15]([N:17]3[CH2:22][CH2:21][O:20][CH2:19][CH2:18]3)=[O:16])[CH2:12][CH:11]([C:23]([OH:25])=O)[CH2:10]2)=[CH:5][CH:4]=1)[CH3:2].S(Cl)([Cl:28])=O. Given the product [CH2:1]([C:3]1[CH:8]=[CH:7][C:6]([CH:9]2[CH2:14][N:13]([C:15]([N:17]3[CH2:22][CH2:21][O:20][CH2:19][CH2:18]3)=[O:16])[CH2:12][CH:11]([C:23]([Cl:28])=[O:25])[CH2:10]2)=[CH:5][CH:4]=1)[CH3:2], predict the reactants needed to synthesize it.